Dataset: Forward reaction prediction with 1.9M reactions from USPTO patents (1976-2016). Task: Predict the product of the given reaction. (1) The product is: [OH:30][CH2:29][CH:28]([NH:27][C:24]([C:7]1[N:8]([CH2:12][C:13]2[CH:18]=[CH:17][CH:16]=[C:15]([O:19][C:20]([F:22])([F:21])[F:23])[CH:14]=2)[C:9]2[C:5]([CH:6]=1)=[CH:4][C:3]([C:1]#[N:2])=[CH:11][CH:10]=2)=[O:26])[CH2:31][CH3:32]. Given the reactants [C:1]([C:3]1[CH:4]=[C:5]2[C:9](=[CH:10][CH:11]=1)[N:8]([CH2:12][C:13]1[CH:18]=[CH:17][CH:16]=[C:15]([O:19][C:20]([F:23])([F:22])[F:21])[CH:14]=1)[C:7]([C:24]([OH:26])=O)=[CH:6]2)#[N:2].[NH2:27][CH:28]([CH2:31][CH3:32])[CH2:29][OH:30], predict the reaction product. (2) Given the reactants [H-].COCCO[Al+]OCCOC.[Na+].[H-].[CH2:15]([N:17]1[CH2:21][CH2:20][CH2:19][CH:18]1[C:22]([NH2:24])=O)[CH3:16].O1CCCC1, predict the reaction product. The product is: [CH2:15]([N:17]1[CH2:21][CH2:20][CH2:19][CH:18]1[CH2:22][NH2:24])[CH3:16]. (3) Given the reactants [CH:1]1([N:4]2[CH2:9][CH2:8][N:7]([C:10]3[N:11]=[N:12][C:13]([C:16]4[CH:21]=[CH:20][CH:19]=[C:18]([N+:22]([O-])=O)[CH:17]=4)=[CH:14][CH:15]=3)[CH2:6][CH2:5]2)[CH2:3][CH2:2]1.O, predict the reaction product. The product is: [CH:1]1([N:4]2[CH2:5][CH2:6][N:7]([C:10]3[N:11]=[N:12][C:13]([C:16]4[CH:17]=[C:18]([NH2:22])[CH:19]=[CH:20][CH:21]=4)=[CH:14][CH:15]=3)[CH2:8][CH2:9]2)[CH2:3][CH2:2]1. (4) Given the reactants [N:1]1[CH:6]=[CH:5][CH:4]=[CH:3][C:2]=1[N:7]1[CH2:12][CH2:11][NH:10][CH2:9][CH2:8]1.[CH3:13][C:14]1([CH3:17])[CH2:16][S:15]1, predict the reaction product. The product is: [CH3:13][C:14]([SH:15])([CH3:17])[CH2:16][N:10]1[CH2:9][CH2:8][N:7]([C:2]2[CH:3]=[CH:4][CH:5]=[CH:6][N:1]=2)[CH2:12][CH2:11]1. (5) Given the reactants Cl.[NH2:2][CH2:3][C:4]([NH:6][CH:7]([C:14]1[CH:19]=[CH:18][C:17]([Cl:20])=[CH:16][CH:15]=1)[C:8]1[CH:13]=[CH:12][CH:11]=[CH:10][CH:9]=1)=[O:5].[F:21][C:22]1[CH:30]=[CH:29][C:25]([C:26](O)=[O:27])=[CH:24][CH:23]=1, predict the reaction product. The product is: [Cl:20][C:17]1[CH:18]=[CH:19][C:14]([CH:7]([NH:6][C:4]([CH2:3][NH:2][C:26](=[O:27])[C:25]2[CH:29]=[CH:30][C:22]([F:21])=[CH:23][CH:24]=2)=[O:5])[C:8]2[CH:13]=[CH:12][CH:11]=[CH:10][CH:9]=2)=[CH:15][CH:16]=1. (6) Given the reactants [N:1]([CH2:4][C:5]1[C:13]2[C:8](=[CH:9][CH:10]=[C:11]([Cl:14])[CH:12]=2)[NH:7][N:6]=1)=[N+]=[N-], predict the reaction product. The product is: [Cl:14][C:11]1[CH:12]=[C:13]2[C:8](=[CH:9][CH:10]=1)[NH:7][N:6]=[C:5]2[CH2:4][NH2:1].